From a dataset of Full USPTO retrosynthesis dataset with 1.9M reactions from patents (1976-2016). Predict the reactants needed to synthesize the given product. Given the product [CH:25]1([CH2:28][O:29][C:2]2[CH:7]=[C:6]([O:8][CH:9]3[CH2:12][N:11]([C:13]4[CH:18]=[CH:17][C:16]([C@@H:19]([NH:21][C:22](=[O:24])[CH3:23])[CH3:20])=[CH:15][CH:14]=4)[CH2:10]3)[CH:5]=[CH:4][N:3]=2)[CH2:27][CH2:26]1, predict the reactants needed to synthesize it. The reactants are: F[C:2]1[CH:7]=[C:6]([O:8][CH:9]2[CH2:12][N:11]([C:13]3[CH:18]=[CH:17][C:16]([C@@H:19]([NH:21][C:22](=[O:24])[CH3:23])[CH3:20])=[CH:15][CH:14]=3)[CH2:10]2)[CH:5]=[CH:4][N:3]=1.[CH:25]1([CH2:28][OH:29])[CH2:27][CH2:26]1.[H-].[Na+].